Dataset: Catalyst prediction with 721,799 reactions and 888 catalyst types from USPTO. Task: Predict which catalyst facilitates the given reaction. Reactant: Cl[C:2]1[N:7]=[C:6]([O:8][CH2:9][C:10]2[CH:11]=[C:12]([CH:15]=[CH:16][CH:17]=2)[C:13]#[N:14])[CH:5]=[N:4][CH:3]=1.[NH:18]1[CH2:23][CH2:22][NH:21][CH2:20][CH2:19]1.CC(C)([O-])C.[Na+].C1C=CC(P(C2C(C3C(P(C4C=CC=CC=4)C4C=CC=CC=4)=CC=C4C=3C=CC=C4)=C3C(C=CC=C3)=CC=2)C2C=CC=CC=2)=CC=1. Product: [N:18]1([C:2]2[CH:3]=[N:4][CH:5]=[C:6]([O:8][CH2:9][C:10]3[CH:11]=[C:12]([CH:15]=[CH:16][CH:17]=3)[C:13]#[N:14])[N:7]=2)[CH2:23][CH2:22][NH:21][CH2:20][CH2:19]1. The catalyst class is: 101.